This data is from Peptide-MHC class II binding affinity with 134,281 pairs from IEDB. The task is: Regression. Given a peptide amino acid sequence and an MHC pseudo amino acid sequence, predict their binding affinity value. This is MHC class II binding data. The peptide sequence is GRYLVLKAVKVCD. The MHC is DRB1_0101 with pseudo-sequence DRB1_0101. The binding affinity (normalized) is 0.666.